This data is from Forward reaction prediction with 1.9M reactions from USPTO patents (1976-2016). The task is: Predict the product of the given reaction. (1) Given the reactants [F:1][C:2]1[CH:7]=[CH:6][C:5]([CH:8]([C:10]2[S:11][C:12]3[N:13]=[C:14]([NH2:23])[N:15]=[C:16](S(C)(=O)=O)[C:17]=3[N:18]=2)[CH3:9])=[CH:4][CH:3]=1.C(N(CC)CC)C.[Cl:31][C:32]1[CH:47]=[CH:46][C:35]([O:36][CH2:37][C:38]([N:40]2[CH2:45][CH2:44][NH:43][CH2:42][CH2:41]2)=[O:39])=[CH:34][CH:33]=1, predict the reaction product. The product is: [NH2:23][C:14]1[N:15]=[C:16]([N:43]2[CH2:44][CH2:45][N:40]([C:38](=[O:39])[CH2:37][O:36][C:35]3[CH:46]=[CH:47][C:32]([Cl:31])=[CH:33][CH:34]=3)[CH2:41][CH2:42]2)[C:17]2[N:18]=[C:10]([CH:8]([C:5]3[CH:6]=[CH:7][C:2]([F:1])=[CH:3][CH:4]=3)[CH3:9])[S:11][C:12]=2[N:13]=1. (2) Given the reactants C([O:3][C:4]([C:6]1[CH:10]=[C:9]([C:11]2[CH:16]=[C:15]([CH2:17][CH:18]([CH3:20])[CH3:19])[C:14]([O:21][CH2:22][C:23]3[CH:28]=[CH:27][CH:26]=[CH:25][CH:24]=3)=[CH:13][C:12]=2[O:29][CH2:30][C:31]2[CH:36]=[CH:35][CH:34]=[CH:33][CH:32]=2)[O:8][N:7]=1)=O)C.CO.[CH2:39]([NH2:41])[CH3:40], predict the reaction product. The product is: [CH2:39]([NH:41][C:4]([C:6]1[CH:10]=[C:9]([C:11]2[CH:16]=[C:15]([CH2:17][CH:18]([CH3:19])[CH3:20])[C:14]([O:21][CH2:22][C:23]3[CH:24]=[CH:25][CH:26]=[CH:27][CH:28]=3)=[CH:13][C:12]=2[O:29][CH2:30][C:31]2[CH:36]=[CH:35][CH:34]=[CH:33][CH:32]=2)[O:8][N:7]=1)=[O:3])[CH3:40]. (3) Given the reactants N1C=CC=C[C:2]=1[CH2:7][C:8]([OH:10])=O.[ClH:11].[NH:12]1[CH2:15][CH2:14][CH2:13]1.C1C=CC2N(O)N=NC=2C=1.CCN=C=N[CH2:31][CH2:32][CH2:33][N:34]([CH3:36])C.Cl, predict the reaction product. The product is: [N:12]1([C:8](=[O:10])[CH2:7][C:2]2[CH:36]=[N:34][C:33]([Cl:11])=[CH:32][CH:31]=2)[CH2:15][CH2:14][CH2:13]1. (4) Given the reactants [CH2:1]=O.[F:3][C:4]1[C:9]2[N:10]=[C:11]([C:13]3[C:14]([NH2:30])=[N:15][CH:16]=[C:17]([C:19]4[CH:20]=[N:21][N:22]([CH:24]5[CH2:29][CH2:28][NH:27][CH2:26][CH2:25]5)[CH:23]=4)[CH:18]=3)[O:12][C:8]=2[CH:7]=[CH:6][CH:5]=1.[Na].N, predict the reaction product. The product is: [F:3][C:4]1[C:9]2[N:10]=[C:11]([C:13]3[C:14]([NH2:30])=[N:15][CH:16]=[C:17]([C:19]4[CH:20]=[N:21][N:22]([CH:24]5[CH2:25][CH2:26][N:27]([CH3:1])[CH2:28][CH2:29]5)[CH:23]=4)[CH:18]=3)[O:12][C:8]=2[CH:7]=[CH:6][CH:5]=1. (5) Given the reactants [NH2:1][C:2]1[CH:10]=[CH:9][CH:8]=[C:7]2[C:3]=1[C:4](=[O:20])[N:5]([CH:12]1[CH2:17][CH2:16][C:15](=[O:18])[NH:14][C:13]1=[O:19])[C:6]2=[O:11].[N+:21]([C:24]1[CH:25]=[C:26]([CH:30]=[CH:31][CH:32]=1)[C:27](Cl)=[O:28])([O-:23])=[O:22].CO, predict the reaction product. The product is: [O:19]=[C:13]1[CH:12]([N:5]2[C:4](=[O:20])[C:3]3[C:7](=[CH:8][CH:9]=[CH:10][C:2]=3[NH:1][C:27](=[O:28])[C:26]3[CH:30]=[CH:31][CH:32]=[C:24]([N+:21]([O-:23])=[O:22])[CH:25]=3)[C:6]2=[O:11])[CH2:17][CH2:16][C:15](=[O:18])[NH:14]1. (6) Given the reactants [Br:1][C:2]1[CH:3]=[N:4][N:5]([C:7]2[CH:12]=[CH:11][N:10]=[CH:9][C:8]=2[N:13]2[CH2:18][CH2:17][CH:16]([C:19]([OH:21])=O)[CH2:15][CH2:14]2)[CH:6]=1.Cl.[F:23][CH:24]1[CH2:27][NH:26][CH2:25]1.CN(C(ON1N=NC2C=CC=NC1=2)=[N+](C)C)C.F[P-](F)(F)(F)(F)F.C(N(CC)CC)C, predict the reaction product. The product is: [Br:1][C:2]1[CH:3]=[N:4][N:5]([C:7]2[CH:12]=[CH:11][N:10]=[CH:9][C:8]=2[N:13]2[CH2:14][CH2:15][CH:16]([C:19]([N:26]3[CH2:27][CH:24]([F:23])[CH2:25]3)=[O:21])[CH2:17][CH2:18]2)[CH:6]=1. (7) Given the reactants [Br:1][C:2]1[CH:3]=[C:4]([CH:14]=[CH:15][CH:16]=1)[CH2:5][CH2:6][NH:7][C:8](=[O:13])[C:9]([F:12])([F:11])[F:10].[Cl:17][S:18](O)(=[O:20])=[O:19], predict the reaction product. The product is: [Br:1][C:2]1[CH:16]=[CH:15][C:14]([S:18]([Cl:17])(=[O:20])=[O:19])=[C:4]([CH2:5][CH2:6][NH:7][C:8](=[O:13])[C:9]([F:11])([F:12])[F:10])[CH:3]=1. (8) Given the reactants [CH2:1]([O:8][C:9]1[CH:18]=[C:17]2[C:12]([CH:13]=[C:14]([CH:19]=[O:20])[CH:15]=[N:16]2)=[CH:11][CH:10]=1)[CH2:2][CH2:3][CH2:4][CH2:5][CH2:6][CH3:7].[CH3:21][Mg]I, predict the reaction product. The product is: [CH2:1]([O:8][C:9]1[CH:18]=[C:17]2[C:12]([CH:13]=[C:14]([CH:19]([OH:20])[CH3:21])[CH:15]=[N:16]2)=[CH:11][CH:10]=1)[CH2:2][CH2:3][CH2:4][CH2:5][CH2:6][CH3:7].